From a dataset of NCI-60 drug combinations with 297,098 pairs across 59 cell lines. Regression. Given two drug SMILES strings and cell line genomic features, predict the synergy score measuring deviation from expected non-interaction effect. Drug 1: C1=CC(=C2C(=C1NCCNCCO)C(=O)C3=C(C=CC(=C3C2=O)O)O)NCCNCCO. Drug 2: CC1C(C(CC(O1)OC2CC(CC3=C2C(=C4C(=C3O)C(=O)C5=C(C4=O)C(=CC=C5)OC)O)(C(=O)CO)O)N)O.Cl. Cell line: NCI-H226. Synergy scores: CSS=62.4, Synergy_ZIP=8.78, Synergy_Bliss=6.13, Synergy_Loewe=10.7, Synergy_HSA=10.6.